From a dataset of Forward reaction prediction with 1.9M reactions from USPTO patents (1976-2016). Predict the product of the given reaction. (1) The product is: [CH3:1][S:2][C:3]1[N:8]=[C:7]([NH:9][C:10]2[CH:15]=[CH:14][CH:13]=[CH:12][CH:11]=2)[C:6]([C:16]([OH:18])=[O:17])=[CH:5][N:4]=1. Given the reactants [CH3:1][S:2][C:3]1[N:8]=[C:7]([NH:9][C:10]2[CH:15]=[CH:14][CH:13]=[CH:12][CH:11]=2)[C:6]([C:16]([O:18]CC)=[O:17])=[CH:5][N:4]=1.[OH-].[Na+], predict the reaction product. (2) The product is: [CH2:15]([N:22]([CH2:23][CH2:24][OH:25])[C:12]([CH:10]1[CH:9]([C:4]2[CH:5]=[CH:6][C:7]([Cl:8])=[C:2]([Cl:1])[CH:3]=2)[O:11]1)=[O:14])[C:16]1[CH:21]=[CH:20][CH:19]=[CH:18][CH:17]=1. Given the reactants [Cl:1][C:2]1[CH:3]=[C:4]([CH:9]2[O:11][CH:10]2[C:12]([OH:14])=O)[CH:5]=[CH:6][C:7]=1[Cl:8].[CH2:15]([NH:22][CH2:23][CH2:24][OH:25])[C:16]1[CH:21]=[CH:20][CH:19]=[CH:18][CH:17]=1.CO.[Cl-].COC1N=C(OC)N=C([N+]2(C)CCOCC2)N=1, predict the reaction product. (3) Given the reactants [CH3:1][C:2]1([CH3:40])[O:7][C:6]2[CH:8]=[CH:9][C:10]([C@H:12]3[O:16][C:15](=[O:17])[N:14]([CH2:18][CH2:19][C:20]4[CH:25]=[CH:24][C:23]([O:26][CH2:27][CH2:28][O:29][CH2:30][C:31]5[CH:36]=[CH:35][CH:34]=[C:33]([N+:37]([O-])=O)[CH:32]=5)=[CH:22][CH:21]=4)[CH2:13]3)=[CH:11][C:5]=2[CH2:4][O:3]1, predict the reaction product. The product is: [NH2:37][C:33]1[CH:32]=[C:31]([CH:36]=[CH:35][CH:34]=1)[CH2:30][O:29][CH2:28][CH2:27][O:26][C:23]1[CH:22]=[CH:21][C:20]([CH2:19][CH2:18][N:14]2[CH2:13][C@@H:12]([C:10]3[CH:9]=[CH:8][C:6]4[O:7][C:2]([CH3:40])([CH3:1])[O:3][CH2:4][C:5]=4[CH:11]=3)[O:16][C:15]2=[O:17])=[CH:25][CH:24]=1. (4) Given the reactants [C:1]1([C:7]2([CH2:17][CH2:18][CH2:19][C:20]([O:22]C)=[O:21])[CH2:16][CH2:15][CH2:14][CH2:13][C:8]32[O:12][CH2:11][CH2:10][O:9]3)[CH:6]=[CH:5][CH:4]=[CH:3][CH:2]=1.[OH-].[Na+].Cl, predict the reaction product. The product is: [C:1]1([C:7]2([CH2:17][CH2:18][CH2:19][C:20]([OH:22])=[O:21])[CH2:16][CH2:15][CH2:14][CH2:13][C:8]32[O:12][CH2:11][CH2:10][O:9]3)[CH:2]=[CH:3][CH:4]=[CH:5][CH:6]=1. (5) Given the reactants Br[CH2:2][C:3]1[CH:8]=[CH:7][C:6]([N+:9]([O-:11])=[O:10])=[CH:5][C:4]=1[C:12]([F:15])([F:14])[F:13].CCN(CC)CC.[CH3:23][N:24]1[CH2:29][CH2:28][NH:27][CH2:26][CH2:25]1.O, predict the reaction product. The product is: [CH3:23][N:24]1[CH2:29][CH2:28][N:27]([CH2:2][C:3]2[CH:8]=[CH:7][C:6]([N+:9]([O-:11])=[O:10])=[CH:5][C:4]=2[C:12]([F:15])([F:14])[F:13])[CH2:26][CH2:25]1. (6) Given the reactants [F:1][C:2]1([F:34])[O:6][C:5]2[CH:7]=[CH:8][C:9]([C:11]3([C:14]([NH:16][C@H:17]4[CH2:22][CH2:21][O:20][C@@H:19]([C:23]5[CH:32]=[CH:31][C:26]([C:27]([O:29][CH3:30])=[O:28])=[CH:25][C:24]=5[CH3:33])[CH2:18]4)=[O:15])[CH2:13][CH2:12]3)=[CH:10][C:4]=2[O:3]1.CC(O)C, predict the reaction product. The product is: [F:34][C:2]1([F:1])[O:6][C:5]2[CH:7]=[CH:8][C:9]([C:11]3([C:14]([NH:16][C@@H:17]4[CH2:22][CH2:21][O:20][C@H:19]([C:23]5[CH:32]=[CH:31][C:26]([C:27]([O:29][CH3:30])=[O:28])=[CH:25][C:24]=5[CH3:33])[CH2:18]4)=[O:15])[CH2:12][CH2:13]3)=[CH:10][C:4]=2[O:3]1. (7) Given the reactants Br[C:2]1[N:7]=[C:6]([C:8]([OH:10])=[O:9])[CH:5]=[CH:4][CH:3]=1.[C:11]1(B(O)O)[CH:16]=[CH:15][CH:14]=[CH:13][CH:12]=1.C([O-])([O-])=O.[Na+].[Na+], predict the reaction product. The product is: [C:11]1([C:2]2[N:7]=[C:6]([C:8]([OH:10])=[O:9])[CH:5]=[CH:4][CH:3]=2)[CH:16]=[CH:15][CH:14]=[CH:13][CH:12]=1. (8) Given the reactants [CH3:1][CH2:2][O:3][C:4]([N:6]1[C:21]([NH2:22])=[C:9]2[CH2:10][N:11](C(OC(C)(C)C)=O)[CH2:12][CH2:13][C:8]2=[N:7]1)=[O:5].O1CCOCC1.[Cl:29]CCl, predict the reaction product. The product is: [ClH:29].[CH2:2]([O:3][C:4]([N:6]1[C:21]([NH2:22])=[C:9]2[CH2:10][NH:11][CH2:12][CH2:13][C:8]2=[N:7]1)=[O:5])[CH3:1].